Predict the reaction yield, written as a fraction of the theoretical maximum amount of product (1.0 means a 100% yield; for example, 0.34 means a 34% yield). From a dataset of Reaction yield outcomes from USPTO patents with 853,638 reactions. (1) The product is [C:1]([C:5]1[CH:10]=[CH:9][C:8](/[C:11](/[C:16]2[CH:21]=[CH:20][C:19]([Cl:22])=[C:18]([O:23][CH3:24])[N:17]=2)=[CH:12]\[CH2:13][C:14]2[NH:25][O:26][C:27](=[O:30])[N:15]=2)=[CH:7][CH:6]=1)([CH3:4])([CH3:2])[CH3:3]. The reactants are [C:1]([C:5]1[CH:10]=[CH:9][C:8](/[C:11](/[C:16]2[CH:21]=[CH:20][C:19]([Cl:22])=[C:18]([O:23][CH3:24])[N:17]=2)=[CH:12]\[CH2:13][C:14]#[N:15])=[CH:7][CH:6]=1)([CH3:4])([CH3:3])[CH3:2].[NH2:25][OH:26].[CH:27]([OH:30])(C)C. No catalyst specified. The yield is 0.620. (2) The reactants are OCC1C(N2CCN3C4CCCCC=4C=C3C2=O)=NC=CC=1C1C=C(NC2C=C3CN(C)CCN3N=2)C(=O)N(C)C=1.C([O:45][CH2:46][C:47]1[C:48]([N:80]2[CH2:92][CH2:91][N:83]3[C:84]4[CH2:85][CH2:86][CH2:87][CH2:88][C:89]=4[CH:90]=[C:82]3[C:81]2=[O:93])=[N:49][CH:50]=[CH:51][C:52]=1[C:53]1[CH:58]=[C:57]([NH:59][C:60]2[CH:65]=[CH:64][C:63]([N:66]3[CH2:71][C@@H:70]([CH3:72])[N:69]([CH:73]4[CH2:76][O:75][CH2:74]4)[CH2:68][C@@H:67]3[CH3:77])=[CH:62][N:61]=2)[C:56](=[O:78])[N:55]([CH3:79])[CH:54]=1)(=O)C.[OH-].[Li+]. No catalyst specified. The product is [CH3:77][C@H:67]1[CH2:68][N:69]([CH:73]2[CH2:76][O:75][CH2:74]2)[C@H:70]([CH3:72])[CH2:71][N:66]1[C:63]1[CH:64]=[CH:65][C:60]([NH:59][C:57]2[C:56](=[O:78])[N:55]([CH3:79])[CH:54]=[C:53]([C:52]3[CH:51]=[CH:50][N:49]=[C:48]([N:80]4[CH2:92][CH2:91][N:83]5[C:84]6[CH2:85][CH2:86][CH2:87][CH2:88][C:89]=6[CH:90]=[C:82]5[C:81]4=[O:93])[C:47]=3[CH2:46][OH:45])[CH:58]=2)=[N:61][CH:62]=1. The yield is 0.200. (3) The reactants are [Br:1][C:2]1[CH:3]=[C:4]2[C:9](=[CH:10][CH:11]=1)[N:8]=[N:7][C:6]([N+:12]([O-:14])=[O:13])=[C:5]2Cl.[NH2:16][C:17]1[CH:22]=[CH:21][C:20]([C:23]([CH3:27])([CH3:26])[C:24]#[N:25])=[CH:19][CH:18]=1.C([O-])([O-])=O.[K+].[K+]. The catalyst is CC#N. The product is [Br:1][C:2]1[CH:3]=[C:4]2[C:9](=[CH:10][CH:11]=1)[N:8]=[N:7][C:6]([N+:12]([O-:14])=[O:13])=[C:5]2[NH:16][C:17]1[CH:18]=[CH:19][C:20]([C:23]([CH3:27])([CH3:26])[C:24]#[N:25])=[CH:21][CH:22]=1. The yield is 1.00.